This data is from Full USPTO retrosynthesis dataset with 1.9M reactions from patents (1976-2016). The task is: Predict the reactants needed to synthesize the given product. Given the product [CH3:33][O:32][N:31]([CH3:30])[C:19]([C:14]1[N:15]([CH3:18])[N:16]=[CH:17][C:13]=1[NH:12][C:10]([C:8]1[C:7]([NH:22][C:23]2[CH:24]=[N:25][CH:26]=[N:27][CH:28]=2)=[N:6][CH:5]=[C:4]([CH:1]2[CH2:3][CH2:2]2)[N:9]=1)=[O:11])=[O:21], predict the reactants needed to synthesize it. The reactants are: [CH:1]1([C:4]2[N:9]=[C:8]([C:10]([NH:12][C:13]3[CH:17]=[N:16][N:15]([CH3:18])[C:14]=3[C:19]([OH:21])=O)=[O:11])[C:7]([NH:22][C:23]3[CH:24]=[N:25][CH:26]=[N:27][CH:28]=3)=[N:6][CH:5]=2)[CH2:3][CH2:2]1.Cl.[CH3:30][NH:31][O:32][CH3:33].